From a dataset of Forward reaction prediction with 1.9M reactions from USPTO patents (1976-2016). Predict the product of the given reaction. (1) Given the reactants [CH2:1]([N:4]([CH2:8][C:9]1[CH:14]=[CH:13][C:12]([NH:15][C:16](=[O:33])[C:17]2[CH:22]=[CH:21][C:20]([CH2:23][NH:24][CH2:25][C:26]3[CH:31]=[CH:30][C:29]([CH3:32])=[CH:28][N:27]=3)=[CH:19][CH:18]=2)=[CH:11][CH:10]=1)[CH2:5][CH2:6][CH3:7])[CH2:2][CH3:3].[CH3:34][N:35]1[CH:39]=[CH:38][N:37]=[C:36]1[CH:40]=O.C([BH3-])#N.[Na+].[OH-].[Na+], predict the reaction product. The product is: [CH2:1]([N:4]([CH2:8][C:9]1[CH:10]=[CH:11][C:12]([NH:15][C:16](=[O:33])[C:17]2[CH:22]=[CH:21][C:20]([CH2:23][N:24]([CH2:40][C:36]3[N:35]([CH3:34])[CH:39]=[CH:38][N:37]=3)[CH2:25][C:26]3[CH:31]=[CH:30][C:29]([CH3:32])=[CH:28][N:27]=3)=[CH:19][CH:18]=2)=[CH:13][CH:14]=1)[CH2:5][CH2:6][CH3:7])[CH2:2][CH3:3]. (2) The product is: [CH3:14][C:15]1[CH:20]=[CH:19][CH:18]=[CH:17][C:16]=1[C:2]1[CH:7]=[CH:6][CH:5]=[C:4]([C:8]2[CH:13]=[CH:12][CH:11]=[CH:10][N:9]=2)[CH:3]=1. Given the reactants Br[C:2]1[CH:3]=[C:4]([C:8]2[CH:13]=[CH:12][CH:11]=[CH:10][N:9]=2)[CH:5]=[CH:6][CH:7]=1.[CH3:14][C:15]1[CH:20]=[CH:19][CH:18]=[CH:17][C:16]=1B(O)O, predict the reaction product. (3) Given the reactants [NH2:1][C:2]1[CH:7]=[C:6]([CH:8]([CH3:10])[CH3:9])[NH:5][C:4](=O)[C:3]=1[N+]([O-])=O.O=P(Cl)(Cl)[Cl:17], predict the reaction product. The product is: [Cl:17][C:4]1[CH:3]=[C:2]([NH2:1])[CH:7]=[C:6]([CH:8]([CH3:10])[CH3:9])[N:5]=1. (4) Given the reactants [CH3:1][N:2]([CH3:18])[CH2:3][CH2:4][O:5][C:6]1[CH:7]=[C:8]2[C:13](=[CH:14][CH:15]=1)[C:12](=[N:16]O)[CH2:11][CH2:10][CH2:9]2.Cl, predict the reaction product. The product is: [CH3:1][N:2]([CH3:18])[CH2:3][CH2:4][O:5][C:6]1[CH:7]=[C:8]2[C:13](=[CH:14][CH:15]=1)[CH:12]([NH2:16])[CH2:11][CH2:10][CH2:9]2. (5) Given the reactants [F:1][C:2]1[CH:3]=[C:4]([C:8]2[CH:27]=[CH:26][C:11]([C:12]([NH:14][CH2:15][CH2:16][N:17](C)[C:18](=O)OC(C)(C)C)=[O:13])=[CH:10][N:9]=2)[CH:5]=[CH:6][CH:7]=1.[ClH:28], predict the reaction product. The product is: [ClH:28].[F:1][C:2]1[CH:3]=[C:4]([C:8]2[CH:27]=[CH:26][C:11]([C:12]([NH:14][CH2:15][CH2:16][NH:17][CH3:18])=[O:13])=[CH:10][N:9]=2)[CH:5]=[CH:6][CH:7]=1. (6) Given the reactants C([C:3]1([C:15]2[CH:20]=[C:19]([Cl:21])[CH:18]=[CH:17][C:16]=2[Cl:22])[CH2:9][CH2:8][CH2:7][CH2:6][C:5](=[CH:10]N(C)C)[C:4]1=O)C.[N+]([O-])(O)=O.[N+]([O-])(O)=O.[CH3:31][O:32][C:33]1[CH:34]=[C:35]([NH:45][C:46]([NH2:48])=[NH:47])[CH:36]=[CH:37][C:38]=1[N:39]1[CH:43]=[C:42]([CH3:44])[N:41]=[CH:40]1, predict the reaction product. The product is: [Cl:22][C:16]1[CH:17]=[CH:18][C:19]([Cl:21])=[CH:20][C:15]=1[CH:3]1[C:4]2[N:48]=[C:46]([NH:45][C:35]3[CH:36]=[CH:37][C:38]([N:39]4[CH:43]=[C:42]([CH3:44])[N:41]=[CH:40]4)=[C:33]([O:32][CH3:31])[CH:34]=3)[N:47]=[CH:10][C:5]=2[CH2:6][CH2:7][CH2:8][CH2:9]1. (7) Given the reactants [NH:1]1[CH:5]=[C:4]([C:6]2[CH:11]=[C:10]([C:12]([NH2:14])=[O:13])[CH:9]=[CH:8][N:7]=2)[N:3]=[CH:2]1.Br[CH2:16][C:17]1[CH:22]=[CH:21][CH:20]=[CH:19][C:18]=1[Cl:23].C([O-])([O-])=O.[K+].[K+], predict the reaction product. The product is: [Cl:23][C:18]1[CH:19]=[CH:20][CH:21]=[CH:22][C:17]=1[CH2:16][N:1]1[CH:5]=[C:4]([C:6]2[CH:11]=[C:10]([C:12]([NH2:14])=[O:13])[CH:9]=[CH:8][N:7]=2)[N:3]=[CH:2]1.